This data is from Full USPTO retrosynthesis dataset with 1.9M reactions from patents (1976-2016). The task is: Predict the reactants needed to synthesize the given product. (1) Given the product [CH:2]1([C:1]([NH:9][C:10]2[CH:15]=[CH:14][C:13]([C:16]3[CH:24]=[C:23]4[C:19]([CH2:20][N:21]([C@@H:26]([CH:31]([CH3:33])[CH3:32])[C:27]([O:29][CH3:30])=[O:28])[C:22]4=[O:25])=[CH:18][CH:17]=3)=[CH:12][CH:11]=2)=[O:8])[CH2:3][CH2:4][CH2:5][CH2:6][CH2:7]1, predict the reactants needed to synthesize it. The reactants are: [C:1]([NH:9][C:10]1[CH:15]=[CH:14][C:13]([C:16]2[CH:24]=[C:23]3[C:19]([CH2:20][N:21]([C@@H:26]([CH:31]([CH3:33])[CH3:32])[C:27]([O:29][CH3:30])=[O:28])[C:22]3=[O:25])=[CH:18][CH:17]=2)=[CH:12][CH:11]=1)(=[O:8])[C:2]1[CH:7]=[CH:6][CH:5]=[CH:4][CH:3]=1.NC1C=CC(C2C=C3C(CN([C@@H](C(C)C)C(OC)=O)C3=O)=CC=2)=CC=1.C1(C(Cl)=O)CCCCC1. (2) The reactants are: FC(F)(F)S(O[C:7]1[C:8]([CH3:14])([CH3:13])[O:9][C:10](=[O:12])[CH:11]=1)(=O)=O.[CH3:17][O:18][C:19]1[CH:24]=[CH:23][C:22](B(O)O)=[CH:21][CH:20]=1.[F-].[K+]. Given the product [CH3:17][O:18][C:19]1[CH:24]=[CH:23][C:22]([C:7]2[C:8]([CH3:14])([CH3:13])[O:9][C:10](=[O:12])[CH:11]=2)=[CH:21][CH:20]=1, predict the reactants needed to synthesize it.